From a dataset of Forward reaction prediction with 1.9M reactions from USPTO patents (1976-2016). Predict the product of the given reaction. (1) Given the reactants Br[C:2]1[CH:7]=[CH:6][C:5]([C:8]2([C:11]3[N:15]4[CH2:16][CH2:17][S:18][C@:19]([CH2:22][O:23][Si:24]([C:27]([CH3:30])([CH3:29])[CH3:28])([CH3:26])[CH3:25])([CH3:21])[CH2:20][C:14]4=[N:13][N:12]=3)[CH2:10][CH2:9]2)=[CH:4][CH:3]=1.[CH2:31]([N:33]1[CH:37]=[C:36](B2OC(C)(C)C(C)(C)O2)[CH:35]=[N:34]1)[CH3:32].C(=O)([O-])[O-].[K+].[K+], predict the reaction product. The product is: [Si:24]([O:23][CH2:22][C@:19]1([CH3:21])[S:18][CH2:17][CH2:16][N:15]2[C:11]([C:8]3([C:5]4[CH:6]=[CH:7][C:2]([C:36]5[CH:35]=[N:34][N:33]([CH2:31][CH3:32])[CH:37]=5)=[CH:3][CH:4]=4)[CH2:10][CH2:9]3)=[N:12][N:13]=[C:14]2[CH2:20]1)([C:27]([CH3:30])([CH3:29])[CH3:28])([CH3:26])[CH3:25]. (2) Given the reactants [S:1]1[C:5]2[CH:6]=[CH:7][CH:8]=[CH:9][C:4]=2[N:3]=[C:2]1[CH2:10][C:11]#[N:12].[H-].[Na+].Cl[C:16]1[N:21]=[CH:20][CH:19]=[CH:18][N:17]=1.Cl, predict the reaction product. The product is: [S:1]1[C:5]2[CH:6]=[CH:7][CH:8]=[CH:9][C:4]=2[NH:3][C:2]1=[C:10]([C:16]1[N:21]=[CH:20][CH:19]=[CH:18][N:17]=1)[C:11]#[N:12]. (3) The product is: [O:19]1[C:15]([C@H:8]([C:5]2[CH:4]=[CH:3][C:2]([O:1][CH2:21][C:22]3[CH:31]=[CH:30][C:29]4[C:28]([CH3:33])([CH3:32])[CH2:27][CH2:26][C:25]([CH3:35])([CH3:34])[C:24]=4[CH:23]=3)=[CH:7][CH:6]=2)[CH2:9][C:10]([OH:12])=[O:11])=[CH:16][N:17]=[CH:18]1. Given the reactants [OH:1][C:2]1[CH:7]=[CH:6][C:5]([C@@H:8]([C:15]2[O:19][CH:18]=[N:17][CH:16]=2)[CH2:9][C:10]([O:12]CC)=[O:11])=[CH:4][CH:3]=1.Br[CH2:21][C:22]1[CH:23]=[C:24]2[C:29](=[CH:30][CH:31]=1)[C:28]([CH3:33])([CH3:32])[CH2:27][CH2:26][C:25]2([CH3:35])[CH3:34].C(=O)([O-])[O-].[Cs+].[Cs+].[Li+].[OH-], predict the reaction product. (4) Given the reactants [OH:1][C:2]1[C:3]([C:10]([NH:12][C@H:13]2[CH2:21][CH2:20][CH2:19][C@H:18]([O:22][CH2:23][CH2:24][CH3:25])[C@@H:17]([CH2:26][CH2:27][CH:28]([CH3:30])[CH3:29])[C@H:16]([CH3:31])[O:15][C:14]2=[O:32])=[O:11])=[N:4][CH:5]=[CH:6][C:7]=1[O:8][CH3:9].[C:33](Cl)(=[O:35])[CH3:34], predict the reaction product. The product is: [C:33]([O:1][C:2]1[C:3]([C:10](=[O:11])[NH:12][C@H:13]2[CH2:21][CH2:20][CH2:19][C@H:18]([O:22][CH2:23][CH2:24][CH3:25])[C@@H:17]([CH2:26][CH2:27][CH:28]([CH3:30])[CH3:29])[C@H:16]([CH3:31])[O:15][C:14]2=[O:32])=[N:4][CH:5]=[CH:6][C:7]=1[O:8][CH3:9])(=[O:35])[CH3:34]. (5) Given the reactants [CH2:1]([O:3][C:4](=[O:34])[C:5]([O:23][C:24]1[CH:29]=[CH:28][CH:27]=[C:26]([C:30]([F:33])([F:32])[F:31])[CH:25]=1)([CH3:22])[CH:6]([C:8]1[CH:13]=[CH:12][C:11]([O:14][CH2:15][C:16]2[CH:21]=[CH:20][CH:19]=[CH:18][CH:17]=2)=[CH:10][CH:9]=1)[OH:7])[CH3:2].N1C=CC=CC=1.[F:41][C:42]([F:53])([F:52])[C:43](O[C:43](=[O:44])[C:42]([F:53])([F:52])[F:41])=[O:44].Cl, predict the reaction product. The product is: [CH2:1]([O:3][C:4](=[O:34])[C:5]([CH3:22])([O:23][C:24]1[CH:29]=[CH:28][CH:27]=[C:26]([C:30]([F:32])([F:33])[F:31])[CH:25]=1)[CH:6]([C:8]1[CH:13]=[CH:12][C:11]([O:14][CH2:15][C:16]2[CH:21]=[CH:20][CH:19]=[CH:18][CH:17]=2)=[CH:10][CH:9]=1)[O:7][C:43](=[O:44])[C:42]([F:53])([F:52])[F:41])[CH3:2]. (6) Given the reactants [Br:1][C:2]1[C:3]([C:12](=[O:16])[C:13]([O-:15])=[O:14])=[CH:4][C:5]2[O:10][CH2:9][CH2:8][O:7][C:6]=2[CH:11]=1.[BH4-].[Na+].O1CC[CH2:21][CH2:20]1, predict the reaction product. The product is: [Br:1][C:2]1[C:3]([CH:12]([OH:16])[C:13]([O:15][CH2:20][CH3:21])=[O:14])=[CH:4][C:5]2[O:10][CH2:9][CH2:8][O:7][C:6]=2[CH:11]=1. (7) Given the reactants [F-].C([N+](CCCC)(CCCC)CCCC)CCC.[Si]([O:36][CH2:37][CH2:38][O:39][CH2:40][C@H:41]([O:51][C:52]1[N:57]=[CH:56][N:55]=[C:54]2[N:58]([C:61]3[CH:66]=[CH:65][CH:64]=[CH:63][C:62]=3[C:67]([F:70])([F:69])[F:68])[N:59]=[CH:60][C:53]=12)[C:42]([NH:44][C:45]1[CH:50]=[CH:49][CH:48]=[CH:47][N:46]=1)=[O:43])(C(C)(C)C)(C1C=CC=CC=1)C1C=CC=CC=1, predict the reaction product. The product is: [OH:36][CH2:37][CH2:38][O:39][CH2:40][C@H:41]([O:51][C:52]1[N:57]=[CH:56][N:55]=[C:54]2[N:58]([C:61]3[CH:66]=[CH:65][CH:64]=[CH:63][C:62]=3[C:67]([F:70])([F:68])[F:69])[N:59]=[CH:60][C:53]=12)[C:42]([NH:44][C:45]1[CH:50]=[CH:49][CH:48]=[CH:47][N:46]=1)=[O:43].